The task is: Regression. Given two drug SMILES strings and cell line genomic features, predict the synergy score measuring deviation from expected non-interaction effect.. This data is from NCI-60 drug combinations with 297,098 pairs across 59 cell lines. (1) Drug 1: CC(C1=C(C=CC(=C1Cl)F)Cl)OC2=C(N=CC(=C2)C3=CN(N=C3)C4CCNCC4)N. Drug 2: CC1CCCC2(C(O2)CC(NC(=O)CC(C(C(=O)C(C1O)C)(C)C)O)C(=CC3=CSC(=N3)C)C)C. Cell line: UACC-257. Synergy scores: CSS=1.86, Synergy_ZIP=0.267, Synergy_Bliss=0.362, Synergy_Loewe=-1.61, Synergy_HSA=-0.572. (2) Drug 1: C(CCl)NC(=O)N(CCCl)N=O. Drug 2: COCCOC1=C(C=C2C(=C1)C(=NC=N2)NC3=CC=CC(=C3)C#C)OCCOC.Cl. Cell line: CAKI-1. Synergy scores: CSS=15.8, Synergy_ZIP=3.12, Synergy_Bliss=2.43, Synergy_Loewe=-8.58, Synergy_HSA=1.23. (3) Drug 2: C1CC(=O)NC(=O)C1N2C(=O)C3=CC=CC=C3C2=O. Drug 1: CCC(=C(C1=CC=CC=C1)C2=CC=C(C=C2)OCCN(C)C)C3=CC=CC=C3.C(C(=O)O)C(CC(=O)O)(C(=O)O)O. Synergy scores: CSS=-1.06, Synergy_ZIP=0.860, Synergy_Bliss=1.44, Synergy_Loewe=-0.656, Synergy_HSA=-0.547. Cell line: IGROV1.